Dataset: Reaction yield outcomes from USPTO patents with 853,638 reactions. Task: Predict the reaction yield, written as a fraction of the theoretical maximum amount of product (1.0 means a 100% yield; for example, 0.34 means a 34% yield). The reactants are [NH2:1][C:2]([C:4]1[CH:5]=[C:6]([C:26]2[S:27][CH:28]=[CH:29][CH:30]=2)[CH:7]=[C:8]2[C:12]=1[NH:11][CH:10]=[C:9]2[CH:13]1[CH2:18][CH2:17][N:16](C(OC(C)(C)C)=O)[CH2:15][CH2:14]1)=[O:3]. The catalyst is CO.Cl. The product is [NH:16]1[CH2:17][CH2:18][CH:13]([C:9]2[C:8]3[C:12](=[C:4]([C:2]([NH2:1])=[O:3])[CH:5]=[C:6]([C:26]4[S:27][CH:28]=[CH:29][CH:30]=4)[CH:7]=3)[NH:11][CH:10]=2)[CH2:14][CH2:15]1. The yield is 0.770.